Dataset: Catalyst prediction with 721,799 reactions and 888 catalyst types from USPTO. Task: Predict which catalyst facilitates the given reaction. (1) Reactant: C(Cl)=C.C(OO[C:10](=[O:20])[CH2:11][CH2:12][CH2:13]CCC(C)(C)C)(C)(C)C.C[CH:22](CC(C)(C)C)[CH2:23][C:24](OO[C:24](=[O:25])[CH2:23][CH:22](C)CC(C)(C)C)=[O:25]. Product: [C:24]([O:20][CH2:10][CH2:11][CH2:12][CH3:13])(=[O:25])[CH:23]=[CH2:22]. The catalyst class is: 6. (2) Reactant: [F:1][C:2]1([F:20])[CH2:7][C@H:6]2[CH2:8][C@@H:3]1[CH2:4][C@@H:5]2[N:9]1C(=O)C2C(=CC=CC=2)C1=O.NN.[ClH:23]. Product: [ClH:23].[F:1][C:2]1([F:20])[CH2:7][C@H:6]2[CH2:8][C@@H:3]1[CH2:4][C@@H:5]2[NH2:9]. The catalyst class is: 8. (3) Reactant: C([O:4][CH2:5][C:6]([NH:25][C:26]([O:28][C:29]([CH3:32])([CH3:31])[CH3:30])=[O:27])([CH2:12][CH2:13][CH2:14][CH2:15][B:16]1[O:20][C:19]([CH3:22])([CH3:21])[C:18]([CH3:24])([CH3:23])[O:17]1)[C:7]([O:9][CH2:10][CH3:11])=[O:8])(=O)C.C(=O)([O-])[O-].[K+].[K+]. Product: [C:29]([O:28][C:26]([NH:25][C:6]([CH2:5][OH:4])([CH2:12][CH2:13][CH2:14][CH2:15][B:16]1[O:17][C:18]([CH3:24])([CH3:23])[C:19]([CH3:22])([CH3:21])[O:20]1)[C:7]([O:9][CH2:10][CH3:11])=[O:8])=[O:27])([CH3:32])([CH3:30])[CH3:31]. The catalyst class is: 8. (4) Reactant: ClCCl.[NH2:4][CH2:5][C:6]1([CH2:10][NH2:11])[CH2:9][O:8][CH2:7]1.[C:12]1([C:18](Cl)([C:25]2[CH:30]=[CH:29][CH:28]=[CH:27][CH:26]=2)[C:19]2[CH:24]=[CH:23][CH:22]=[CH:21][CH:20]=2)[CH:17]=[CH:16][CH:15]=[CH:14][CH:13]=1.C(=O)(O)[O-].[Na+]. Product: [NH2:4][CH2:5][C:6]1([CH2:10][NH:11][C:18]([C:12]2[CH:17]=[CH:16][CH:15]=[CH:14][CH:13]=2)([C:25]2[CH:26]=[CH:27][CH:28]=[CH:29][CH:30]=2)[C:19]2[CH:20]=[CH:21][CH:22]=[CH:23][CH:24]=2)[CH2:9][O:8][CH2:7]1. The catalyst class is: 6. (5) Reactant: [OH:1][C:2]1[CH:3]=[C:4]([CH:7]=[C:8]([OH:10])[CH:9]=1)[CH:5]=[O:6].C(=O)([O-])[O-].[Cs+].[Cs+].[CH3:17][O:18][CH2:19][CH2:20]Br.[CH3:22][CH2:23][O:24][C:25](C)=O.[CH3:22][CH2:23][O:24][CH2:25]C. Product: [CH3:17][O:18][CH2:19][CH2:20][O:1][C:2]1[CH:3]=[C:4]([CH:7]=[C:8]([O:10][CH2:22][CH2:23][O:24][CH3:25])[CH:9]=1)[CH:5]=[O:6]. The catalyst class is: 3.